This data is from Experimentally validated miRNA-target interactions with 360,000+ pairs, plus equal number of negative samples. The task is: Binary Classification. Given a miRNA mature sequence and a target amino acid sequence, predict their likelihood of interaction. The miRNA is hsa-miR-7702 with sequence CUUAGACUGCCAGACUCCCUGA. The protein sequence of the target gene is MDVKERRPYCSLTKSRREKERRYTNSSADNEECRVPTQKSYSSSETLKAFDHDSSRLLYGNRVKDLVHREADEFTRQGQNFTLRQLGVCEPATRRGLAFCAEMGLPHRGYSISAGSDADTENEAVMSPEHAMRLWGRGVKSGRSSCLSSRSNSALTLTDTEHENKSDSENEQPASNQGQSTLQPLPPSHKQHSAQHHPSITSLNRNSLTNRRNQSPAPPAALPAELQTTPESVQLQDSWVLGSNVPLESRHFLFKTGTGTTPLFSTATPGYTMASGSVYSPPTRPLPRNTLSRSAFKFKK.... Result: 0 (no interaction).